Dataset: Full USPTO retrosynthesis dataset with 1.9M reactions from patents (1976-2016). Task: Predict the reactants needed to synthesize the given product. (1) Given the product [CH3:1][N:2]([CH3:14])[CH2:3][CH2:4][N:5]1[C:9]([C:10]([CH3:12])=[CH2:11])=[CH:8][N:7]=[N:6]1, predict the reactants needed to synthesize it. The reactants are: [CH3:1][N:2]([CH3:14])[CH2:3][CH2:4][N:5]1[C:9]([C:10](O)([CH3:12])[CH3:11])=[CH:8][N:7]=[N:6]1.N1C=CC=CC=1.O=P(Cl)(Cl)Cl.Cl. (2) Given the product [N+:12]([C:3]1[CH:4]=[N:5][C:6]2[C:11]([C:2]=1[NH:22][CH2:21][CH2:20][C:19]([O:18][CH2:16][CH3:17])=[O:23])=[CH:10][CH:9]=[CH:8][CH:7]=2)([O-:14])=[O:13], predict the reactants needed to synthesize it. The reactants are: Cl[C:2]1[C:11]2[C:6](=[CH:7][CH:8]=[CH:9][CH:10]=2)[N:5]=[CH:4][C:3]=1[N+:12]([O-:14])=[O:13].Cl.[CH2:16]([O:18][C:19](=[O:23])[CH2:20][CH2:21][NH2:22])[CH3:17].C(N(CC)CC)C. (3) Given the product [NH2:25][C:24]1[NH:11][C:10]2[C:9]([F:12])=[C:8]([O:13][CH3:14])[C:7]([F:15])=[C:3]([C:4]([OH:6])=[O:5])[C:2]=2[N:1]=1, predict the reactants needed to synthesize it. The reactants are: [NH2:1][C:2]1[C:10]([NH2:11])=[C:9]([F:12])[C:8]([O:13][CH3:14])=[C:7]([F:15])[C:3]=1[C:4]([OH:6])=[O:5].COC(C1C2N=C(N)[NH:25][C:24]=2C=CC=1)=O.BrC#N. (4) Given the product [OH:27][C@H:26]1[CH2:25][NH:24][CH2:23][C@H:22]1[CH2:21][NH:20][C:18]([C@@H:13]([NH:12][C:10]([C:2]1[S:1][C:5]2[CH:6]=[CH:7][CH:8]=[CH:9][C:4]=2[CH:3]=1)=[O:11])[CH2:14][CH:15]([CH3:17])[CH3:16])=[O:19], predict the reactants needed to synthesize it. The reactants are: [S:1]1[C:5]2[CH:6]=[CH:7][CH:8]=[CH:9][C:4]=2[CH:3]=[C:2]1[C:10]([NH:12][C@H:13]([C:18]([NH:20][CH2:21][C@H:22]1[C@@H:26]([OH:27])[CH2:25][N:24](C(OC(C)(C)C)=O)[CH2:23]1)=[O:19])[CH2:14][CH:15]([CH3:17])[CH3:16])=[O:11].Cl.O1CCOCC1.